Dataset: Reaction yield outcomes from USPTO patents with 853,638 reactions. Task: Predict the reaction yield, written as a fraction of the theoretical maximum amount of product (1.0 means a 100% yield; for example, 0.34 means a 34% yield). (1) The reactants are [F:1][C:2]([F:18])([CH:7]([O:12]C(=O)C(C)=C)[CH2:8][CH:9]([CH3:11])[CH3:10])[C:3]([O:5][CH3:6])=[O:4].[CH2:19](O)C.C1C=CC=CC=1. The catalyst is O.C1(C)C=CC(S(O)(=O)=O)=CC=1.O. The product is [F:1][C:2]([F:18])([CH:7]([OH:12])[CH2:8][CH:9]([CH3:11])[CH3:10])[C:3]([O:5][CH2:6][CH3:19])=[O:4]. The yield is 0.850. (2) The reactants are [NH2:1][C:2]1[NH:6][N:5]=[CH:4][C:3]=1[C:7]#[N:8].[CH3:9][O:10][C:11]1[CH:19]=[C:18]2[C:14]([CH2:15][CH2:16][CH2:17]2)=[CH:13][C:12]=1[CH:20]=O.[CH:22]1([N+:27]#[C-:28])[CH2:26][CH2:25][CH2:24][CH2:23]1.Cl(O)(=O)(=O)=O. The catalyst is CO. The product is [CH:22]1([NH:27][C:28]2[N:6]3[N:5]=[CH:4][C:3]([C:7]#[N:8])=[C:2]3[NH:1][C:20]=2[C:12]2[CH:13]=[C:14]3[C:18](=[CH:19][C:11]=2[O:10][CH3:9])[CH2:17][CH2:16][CH2:15]3)[CH2:26][CH2:25][CH2:24][CH2:23]1. The yield is 0.0850. (3) The reactants are [Si:1]([O:8][C@@H:9]1[C@@:29]2([CH3:30])[C:13](=[CH:14][CH:15]=[C:16]3[C@@H:28]2[CH2:27][CH2:26][C@@:25]2([CH3:31])[C@H:17]3[CH2:18][CH:19]=[C:20]2[C:21]([OH:24])([CH3:23])[CH3:22])[CH2:12][C@@H:11]([O:32][Si:33]([C:36]([CH3:39])([CH3:38])[CH3:37])([CH3:35])[CH3:34])[CH2:10]1)([C:4]([CH3:7])([CH3:6])[CH3:5])([CH3:3])[CH3:2].Br/[CH:41]=[CH:42]/[CH2:43][C:44]([O:47][Si:48]([CH2:53][CH3:54])([CH2:51][CH3:52])[CH2:49][CH3:50])([CH3:46])[CH3:45].[H-].[Na+].C1OCCOCCOCCOCCOC1. The catalyst is O1CCCC1. The product is [Si:1]([O:8][C@@H:9]1[C@@:29]2([CH3:30])[C:13](=[CH:14][CH:15]=[C:16]3[C@@H:28]2[CH2:27][CH2:26][C@@:25]2([CH3:31])[C@H:17]3[CH2:18][CH:19]=[C:20]2[C:21]([O:24]/[CH:41]=[CH:42]/[CH2:43][C:44]([O:47][Si:48]([CH2:49][CH3:50])([CH2:51][CH3:52])[CH2:53][CH3:54])([CH3:45])[CH3:46])([CH3:23])[CH3:22])[CH2:12][C@@H:11]([O:32][Si:33]([C:36]([CH3:39])([CH3:38])[CH3:37])([CH3:34])[CH3:35])[CH2:10]1)([C:4]([CH3:7])([CH3:6])[CH3:5])([CH3:3])[CH3:2]. The yield is 0.990. (4) The yield is 0.580. The product is [CH2:26]([C:3](=[CH:4][CH2:5][C:6]1[C:14]([OH:15])=[C:13]2[C:9](=[C:8]([CH3:23])[C:7]=1[O:24][CH3:25])[CH2:10][O:11][C:12]2=[O:22])[CH2:2][P:30](=[O:29])([OH:33])[OH:31])[CH3:27]. The reactants are Br[CH2:2][C:3]([CH2:26][CH3:27])=[CH:4][CH2:5][C:6]1[C:14]([O:15]CC[Si](C)(C)C)=[C:13]2[C:9]([CH2:10][O:11][C:12]2=[O:22])=[C:8]([CH3:23])[C:7]=1[O:24][CH3:25].C[O:29][P:30]([O:33]C)[O:31]C.C[Si](Br)(C)C.N1C(C)=CC=CC=1C. No catalyst specified. (5) The reactants are [CH3:1][O:2][C:3]([C:5]1[C:6]2[CH2:7][C:8]([CH3:24])([CH3:23])[CH:9]([C:16]3[CH:21]=[CH:20][CH:19]=[C:18](Br)[CH:17]=3)[NH:10][C:11]=2[C:12]([Cl:15])=[CH:13][CH:14]=1)=[O:4].[NH:25]1[CH2:30][CH2:29][O:28][CH2:27][CH2:26]1.Cl.CN(C)CC(O)=O.C(=O)([O-])[O-].[K+].[K+]. The catalyst is CS(C)=O.[Cu]I. The product is [CH3:1][O:2][C:3]([C:5]1[C:6]2[CH2:7][C:8]([CH3:24])([CH3:23])[CH:9]([C:16]3[CH:21]=[CH:20][CH:19]=[C:18]([N:25]4[CH2:30][CH2:29][O:28][CH2:27][CH2:26]4)[CH:17]=3)[NH:10][C:11]=2[C:12]([Cl:15])=[CH:13][CH:14]=1)=[O:4]. The yield is 0.800.